From a dataset of Aqueous solubility values for 9,982 compounds from the AqSolDB database. Regression/Classification. Given a drug SMILES string, predict its absorption, distribution, metabolism, or excretion properties. Task type varies by dataset: regression for continuous measurements (e.g., permeability, clearance, half-life) or binary classification for categorical outcomes (e.g., BBB penetration, CYP inhibition). For this dataset (solubility_aqsoldb), we predict Y. (1) The molecule is CCN(c1cccc(S(=O)(=O)CCOS(=O)(=O)[O-])c1)c1nc(Cl)nc(Nc2ccc3c(c2)C=C(S(=O)(=O)[O-])/C(=N/Nc2ccc(OC)cc2S(=O)(=O)[O-])C3=O)n1.[Na+].[Na+].[Na+]. The Y is -1.16 log mol/L. (2) The drug is ClCc1ccc(-c2ccc(CCl)cc2)cc1. The Y is -10.1 log mol/L.